This data is from Forward reaction prediction with 1.9M reactions from USPTO patents (1976-2016). The task is: Predict the product of the given reaction. Given the reactants C(OC(=O)NCCCC[C:12]([C:14]1[CH:19]=[CH:18][CH:17]=[C:16]([C:20](=[O:33])[NH:21][CH2:22][CH2:23][CH2:24][NH:25]C(OC(C)(C)C)=O)[CH:15]=1)=[O:13])(C)(C)C.[ClH:35], predict the reaction product. The product is: [Cl-:35].[C:12]([NH:21][CH2:22][CH2:23][CH2:24][NH3+:25])(=[O:13])[C:14]1[CH:19]=[CH:18][CH:17]=[C:16]([C:20]([NH:21][CH2:22][CH2:23][CH2:24][NH3+:25])=[O:33])[CH:15]=1.[Cl-:35].